Predict the reaction yield, written as a fraction of the theoretical maximum amount of product (1.0 means a 100% yield; for example, 0.34 means a 34% yield). From a dataset of Reaction yield outcomes from USPTO patents with 853,638 reactions. (1) The reactants are Br[CH2:2][C:3]1[O:4][C:5](=[O:9])[O:6][C:7]=1[CH3:8].C(O)=[O:11].C([O-])=O.Cl. The catalyst is CC#N.CO. The product is [OH:11][CH2:2][C:3]1[O:4][C:5](=[O:9])[O:6][C:7]=1[CH3:8]. The yield is 0.690. (2) The reactants are C(Cl)(=O)C1C(=CC=CC=1)C(Cl)=O.[F:13][C:14]([F:21])([CH2:18][CH2:19][CH3:20])[C:15](Cl)=[O:16].[NH2:22][NH2:23]. The catalyst is C(Cl)Cl. The product is [F:13][C:14]([F:21])([CH2:18][CH2:19][CH3:20])[C:15]([NH:22][NH2:23])=[O:16]. The yield is 0.910. (3) The reactants are Cl[CH2:2][C:3]1[O:7][C:6]([C:8]([O:10][CH2:11][CH3:12])=[O:9])=[CH:5][CH:4]=1.CCN(CC)CC.[NH:20]1[CH2:25][CH2:24][O:23][CH2:22][CH2:21]1. The catalyst is ClCCl. The product is [CH2:11]([O:10][C:8]([C:6]1[O:7][C:3]([CH2:2][N:20]2[CH2:25][CH2:24][O:23][CH2:22][CH2:21]2)=[CH:4][CH:5]=1)=[O:9])[CH3:12]. The yield is 0.670. (4) The reactants are CC1CCCO1.[Br:7][C:8]1[CH:9]=[C:10]2[C:16]([C:17]([C:19]3[C:24]([F:25])=[CH:23][CH:22]=[C:21]([N+:26]([O-])=O)[C:20]=3[F:29])=[O:18])=[CH:15][NH:14][C:11]2=[N:12][CH:13]=1.[Sn](Cl)Cl. No catalyst specified. The product is [NH2:26][C:21]1[C:20]([F:29])=[C:19]([C:17]([C:16]2[C:10]3[C:11](=[N:12][CH:13]=[C:8]([Br:7])[CH:9]=3)[NH:14][CH:15]=2)=[O:18])[C:24]([F:25])=[CH:23][CH:22]=1. The yield is 0.967.